This data is from Reaction yield outcomes from USPTO patents with 853,638 reactions. The task is: Predict the reaction yield, written as a fraction of the theoretical maximum amount of product (1.0 means a 100% yield; for example, 0.34 means a 34% yield). (1) The reactants are [N:1]([C@H:4]1[CH2:9][C@@H:8]([O:10][CH3:11])[CH2:7][N:6]([C:12]([O:14][CH2:15][C:16]2[CH:21]=[CH:20][CH:19]=[CH:18][CH:17]=2)=[O:13])[CH2:5]1)=[N+]=[N-].CP(C)C.[C:26](O[C:26]([O:28][C:29]([CH3:32])([CH3:31])[CH3:30])=[O:27])([O:28][C:29]([CH3:32])([CH3:31])[CH3:30])=[O:27]. The catalyst is N1C=CC=CC=1.[OH-].[NH4+].C(O)C.C1COCC1.CCOC(C)=O. The product is [C:29]([O:28][C:26]([NH:1][C@H:4]1[CH2:9][C@@H:8]([O:10][CH3:11])[CH2:7][N:6]([C:12]([O:14][CH2:15][C:16]2[CH:21]=[CH:20][CH:19]=[CH:18][CH:17]=2)=[O:13])[CH2:5]1)=[O:27])([CH3:32])([CH3:31])[CH3:30]. The yield is 0.860. (2) The yield is 0.840. The reactants are Br[C:2]1[CH:19]=[CH:18][C:5]([O:6][C:7]2[CH:16]=[CH:15][C:10]([C:11]([O:13][CH3:14])=[O:12])=[CH:9][C:8]=2[F:17])=[CH:4][C:3]=1[CH:20]=[O:21].CC([O-])=O.[K+].[B:27]1([B:27]2[O:31][C:30]([CH3:33])([CH3:32])[C:29]([CH3:35])([CH3:34])[O:28]2)[O:31][C:30]([CH3:33])([CH3:32])[C:29]([CH3:35])([CH3:34])[O:28]1.CCCCCC.CCOC(C)=O. The product is [F:17][C:8]1[CH:9]=[C:10]([CH:15]=[CH:16][C:7]=1[O:6][C:5]1[CH:18]=[CH:19][C:2]([B:27]2[O:31][C:30]([CH3:33])([CH3:32])[C:29]([CH3:35])([CH3:34])[O:28]2)=[C:3]([CH:20]=[O:21])[CH:4]=1)[C:11]([O:13][CH3:14])=[O:12]. The catalyst is O1CCOCC1.C1C=CC(P(C2C=CC=CC=2)[C-]2C=CC=C2)=CC=1.C1C=CC(P(C2C=CC=CC=2)[C-]2C=CC=C2)=CC=1.Cl[Pd]Cl.[Fe+2]. (3) The reactants are C([O:8][C:9]1[CH:10]=[C:11]([O:23][C:24]2[CH:29]=[CH:28][C:27]([S:30]([CH3:33])(=[O:32])=[O:31])=[CH:26][CH:25]=2)[CH:12]=[C:13]2[C:17]=1[NH:16][C:15]([C:18]([O:20][CH2:21][CH3:22])=[O:19])=[CH:14]2)C1C=CC=CC=1. The catalyst is O1CCCC1.C(O)C.[C].[Pd]. The product is [OH:8][C:9]1[CH:10]=[C:11]([O:23][C:24]2[CH:29]=[CH:28][C:27]([S:30]([CH3:33])(=[O:32])=[O:31])=[CH:26][CH:25]=2)[CH:12]=[C:13]2[C:17]=1[NH:16][C:15]([C:18]([O:20][CH2:21][CH3:22])=[O:19])=[CH:14]2. The yield is 0.960. (4) The reactants are [CH:1]1([C:7]2([CH3:14])[NH:11][C:10](=[O:12])[NH:9][C:8]2=[O:13])[CH2:6][CH2:5][CH2:4][CH2:3][CH2:2]1.[O:15]([C:17]1[CH:24]=[CH:23][C:20]([CH2:21]Cl)=[CH:19][CH:18]=1)[CH3:16]. No catalyst specified. The product is [CH:1]1([C:7]2([CH3:14])[NH:11][C:10](=[O:12])[N:9]([CH2:21][C:20]3[CH:23]=[CH:24][C:17]([O:15][CH3:16])=[CH:18][CH:19]=3)[C:8]2=[O:13])[CH2:2][CH2:3][CH2:4][CH2:5][CH2:6]1. The yield is 0.980. (5) The reactants are [F:1][C:2]1[C:7]([O:8][CH3:9])=[CH:6][CH:5]=[CH:4][C:3]=1[C:10](C)([CH3:20])[CH2:11][C:12]([C:16]([F:19])([F:18])[F:17])([OH:15])[CH2:13][OH:14].ClCCl.C(N(CC)CC)C.[Cl-].[NH4+]. The catalyst is CS(C)=O. The product is [F:1][C:2]1[C:7]([O:8][CH3:9])=[CH:6][CH:5]=[CH:4][C:3]=1[CH:10]([CH3:20])[CH2:11][C:12]([OH:15])([C:16]([F:18])([F:19])[F:17])[CH:13]=[O:14]. The yield is 0.850. (6) The reactants are I[C:2]1[C:10]2[C:5](=[CH:6][CH:7]=[C:8]([C:11]3[S:15][C:14]([NH:16][CH2:17][C:18]4[CH:23]=[CH:22][C:21]([O:24][CH3:25])=[CH:20][CH:19]=4)=[N:13][N:12]=3)[CH:9]=2)[N:4]([S:26]([C:29]2[CH:35]=[CH:34][C:32]([CH3:33])=[CH:31][CH:30]=2)(=[O:28])=[O:27])[CH:3]=1.[F:36][C:37]1[N:42]=[C:41](B2OC(C)(C)C(C)(C)O2)[CH:40]=[CH:39][CH:38]=1.P([O-])([O-])([O-])=O.[K+].[K+].[K+]. The catalyst is O1CCOCC1.O.C(Cl)Cl.CC(P(C(C)(C)C)C1C=CC(N(C)C)=CC=1)(C)C.CC(P(C(C)(C)C)C1C=CC(N(C)C)=CC=1)(C)C.Cl[Pd]Cl. The product is [F:36][C:37]1[N:42]=[C:41]([C:2]2[C:10]3[C:5](=[CH:6][CH:7]=[C:8]([C:11]4[S:15][C:14]([NH:16][CH2:17][C:18]5[CH:19]=[CH:20][C:21]([O:24][CH3:25])=[CH:22][CH:23]=5)=[N:13][N:12]=4)[CH:9]=3)[N:4]([S:26]([C:29]3[CH:30]=[CH:31][C:32]([CH3:33])=[CH:34][CH:35]=3)(=[O:28])=[O:27])[CH:3]=2)[CH:40]=[CH:39][CH:38]=1. The yield is 0.880. (7) The reactants are [CH2:1]([O:3][C:4](=[O:24])[C:5]([O:21][CH2:22][CH3:23])=[CH:6][C:7]1[CH:12]=[CH:11][CH:10]=[C:9]([O:13]CC2C=CC=CC=2)[CH:8]=1)[CH3:2]. The catalyst is C(OCC)(=O)C.[Pd]. The product is [CH2:1]([O:3][C:4](=[O:24])[CH:5]([O:21][CH2:22][CH3:23])[CH2:6][C:7]1[CH:12]=[CH:11][CH:10]=[C:9]([OH:13])[CH:8]=1)[CH3:2]. The yield is 0.920. (8) The reactants are [CH3:1][O:2][C:3]1[CH:8]=[CH:7][CH:6]=[CH:5][C:4]=1B(O)O.[N:12]1[CH:17]=[CH:16][CH:15]=[C:14]([NH:18][C:19]([N:21]2[CH2:24][CH:23]([O:25][C:26]3[CH:31]=[CH:30][C:29](Br)=[CH:28][N:27]=3)[CH2:22]2)=[O:20])[N:13]=1.C(=O)([O-])[O-:34].[K+].[K+]. The catalyst is C1COCC1.O.C(OCC)(=O)C. The product is [N:12]1[CH:17]=[CH:16][CH:15]=[C:14]([NH2:18])[N:13]=1.[CH3:1][O:2][C:3]1[CH:8]=[CH:7][CH:6]=[CH:5][C:4]=1[C:29]1[CH:30]=[CH:31][C:26]([O:25][CH:23]2[CH2:24][N:21]([C:19]([OH:20])=[O:34])[CH2:22]2)=[N:27][CH:28]=1. The yield is 0.680. (9) The reactants are F[C:2]1[CH:7]=[CH:6][C:5]([N+:8]([O-])=O)=[CH:4][CH:3]=1.[CH3:11][C:12]1[N:13]=[CH:14][NH:15][CH:16]=1.C([O-])([O-])=O.[K+].[K+]. No catalyst specified. The product is [CH3:11][C:12]1[N:13]=[CH:14][N:15]([C:2]2[CH:7]=[CH:6][C:5]([NH2:8])=[CH:4][CH:3]=2)[CH:16]=1. The yield is 0.870. (10) The reactants are [CH2:1]([N:3]([CH2:26][CH3:27])[C:4]([CH:6]1[C:18]2[C:17]3[C:12](=[CH:13][CH:14]=[CH:15][CH:16]=3)[N:11]([CH2:19][CH2:20][OH:21])[C:10]=2[C:9]2[CH:22]=[CH:23][CH:24]=[CH:25][C:8]=2[S:7]1)=[O:5])[CH3:2].[OH-].[K+].I[CH3:31]. The catalyst is CS(C)=O. The product is [CH2:26]([N:3]([CH2:1][CH3:2])[C:4]([CH:6]1[C:18]2[C:17]3[C:12](=[CH:13][CH:14]=[CH:15][CH:16]=3)[N:11]([CH2:19][CH2:20][O:21][CH3:31])[C:10]=2[C:9]2[CH:22]=[CH:23][CH:24]=[CH:25][C:8]=2[S:7]1)=[O:5])[CH3:27]. The yield is 0.550.